This data is from Reaction yield outcomes from USPTO patents with 853,638 reactions. The task is: Predict the reaction yield, written as a fraction of the theoretical maximum amount of product (1.0 means a 100% yield; for example, 0.34 means a 34% yield). (1) The reactants are [CH2:1]([O:3][CH:4]([O:19][CH2:20][CH3:21])[C@@H:5]([NH:7][CH2:8][C:9]1[CH:10]=[CH:11][CH:12]=[C:13]2[C:18]=1[N:17]=[CH:16][CH:15]=[CH:14]2)[CH3:6])[CH3:2].[CH:22]1[C:34]2[CH:33]([CH2:35][O:36][C:37]([NH:39][C@@H:40]([CH2:44][C:45]3[CH:50]=[CH:49][C:48]([O:51][C:52]([CH3:55])([CH3:54])[CH3:53])=[CH:47][CH:46]=3)[C:41](O)=[O:42])=[O:38])[C:32]3[C:27](=[CH:28][CH:29]=[CH:30][CH:31]=3)[C:26]=2[CH:25]=[CH:24][CH:23]=1. No catalyst specified. The product is [C:52]([O:51][C:48]1[CH:47]=[CH:46][C:45]([CH2:44][C@H:40]([NH:39][C:37](=[O:38])[O:36][CH2:35][CH:33]2[C:34]3[CH:22]=[CH:23][CH:24]=[CH:25][C:26]=3[C:27]3[C:32]2=[CH:31][CH:30]=[CH:29][CH:28]=3)[C:41]([N:7]([C@@H:5]([CH3:6])[CH:4]([O:19][CH2:20][CH3:21])[O:3][CH2:1][CH3:2])[CH2:8][C:9]2[CH:10]=[CH:11][CH:12]=[C:13]3[C:18]=2[N:17]=[CH:16][CH:15]=[CH:14]3)=[O:42])=[CH:50][CH:49]=1)([CH3:55])([CH3:53])[CH3:54]. The yield is 0.680. (2) The reactants are Cl.[O:2]1[C:8]2[CH:9]=[CH:10][C:11]([B:13]([OH:15])[OH:14])=[CH:12][C:7]=2[CH2:6][NH:5][CH2:4][CH2:3]1.C(=O)(O)[O-].[Na+].[F:21][CH2:22][CH:23]1[CH2:28][CH2:27][N:26]([C:29](Cl)=[O:30])[CH2:25][CH2:24]1.C(OC(C)C)(=O)C. The catalyst is C1COCC1. The product is [F:21][CH2:22][CH:23]1[CH2:28][CH2:27][N:26]([C:29]([N:5]2[CH2:6][C:7]3[CH:12]=[C:11]([B:13]([OH:15])[OH:14])[CH:10]=[CH:9][C:8]=3[O:2][CH2:3][CH2:4]2)=[O:30])[CH2:25][CH2:24]1. The yield is 0.520. (3) The reactants are [CH3:1][NH:2][CH2:3][C:4]([N:6]1[CH2:11][CH2:10][S:9][C:8]2[CH:12]=[CH:13][C:14]([N+:16]([O-:18])=[O:17])=[CH:15][C:7]1=2)=[O:5].C(N(CC)CC)C.[C:26](O[C:26]([O:28][C:29]([CH3:32])([CH3:31])[CH3:30])=[O:27])([O:28][C:29]([CH3:32])([CH3:31])[CH3:30])=[O:27]. The catalyst is O1CCOCC1.C(OCC)(=O)C. The product is [CH3:1][N:2]([CH2:3][C:4]([N:6]1[CH2:11][CH2:10][S:9][C:8]2[CH:12]=[CH:13][C:14]([N+:16]([O-:18])=[O:17])=[CH:15][C:7]1=2)=[O:5])[C:26](=[O:27])[O:28][C:29]([CH3:32])([CH3:31])[CH3:30]. The yield is 1.00. (4) The reactants are Cl.Cl.Cl.Cl.[N:5]1([C@H:10]2[CH2:14][CH2:13][N:12]([C:15]3[CH:20]=[CH:19][C:18]([C@H:21]4[CH2:26][NH:25][CH2:24][CH2:23][NH:22]4)=[CH:17][CH:16]=3)[CH2:11]2)[CH2:9][CH2:8][CH2:7][CH2:6]1.C(N(CC)CC)C.Cl[C:35]1[N:40]([CH3:41])[C:39](=[O:42])[CH:38]=[C:37]([C:43]2[CH:48]=[CH:47][N:46]=[CH:45][CH:44]=2)[N:36]=1. The catalyst is O1CCCC1. The product is [N:5]1([CH:10]2[CH2:14][CH2:13][N:12]([C:15]3[CH:16]=[CH:17][C:18]([C@@H:21]4[NH:22][CH2:23][CH2:24][N:25]([C:35]5[N:40]([CH3:41])[C:39](=[O:42])[CH:38]=[C:37]([C:43]6[CH:44]=[CH:45][N:46]=[CH:47][CH:48]=6)[N:36]=5)[CH2:26]4)=[CH:19][CH:20]=3)[CH2:11]2)[CH2:6][CH2:7][CH2:8][CH2:9]1. The yield is 0.820. (5) The reactants are [Cl-].[Al+3].[Cl-].[Cl-].[H-].[Al+3].[Li+].[H-].[H-].[H-].[Cl:11][C:12]1[CH:31]=[CH:30][C:15]2[O:16][C:17]3[CH:29]=[CH:28][CH:27]=[CH:26][C:18]=3[C@H:19]3[CH2:23][N:22]([CH3:24])[C:21](=O)[C@@H:20]3[C:14]=2[CH:13]=1.[OH-].[Na+]. The catalyst is O1CCCC1.O.C1(C)C=CC=CC=1. The product is [Cl:11][C:12]1[CH:31]=[CH:30][C:15]2[O:16][C:17]3[CH:29]=[CH:28][CH:27]=[CH:26][C:18]=3[C@H:19]3[CH2:23][N:22]([CH3:24])[CH2:21][C@@H:20]3[C:14]=2[CH:13]=1. The yield is 0.990. (6) The reactants are [Br:1][C:2]1[CH:3]=[CH:4][C:5]([N+:10]([O-:12])=[O:11])=[C:6]([CH2:8][NH2:9])[CH:7]=1.[C:13](OC(=O)C)(=[O:15])[CH3:14].C(OCC)(=O)C. The catalyst is N1C=CC=CC=1. The product is [Br:1][C:2]1[CH:3]=[CH:4][C:5]([N+:10]([O-:12])=[O:11])=[C:6]([CH:7]=1)[CH2:8][NH:9][C:13](=[O:15])[CH3:14]. The yield is 0.980. (7) The reactants are [CH2:1]([O:8][N:9]([C@H:17]([CH:30]=[CH2:31])[CH2:18][N:19]1C(=O)C2C(=CC=CC=2)C1=O)[C:10](=[O:16])[O:11][C:12]([CH3:15])([CH3:14])[CH3:13])[C:2]1[CH:7]=[CH:6][CH:5]=[CH:4][CH:3]=1.O.NN. The catalyst is CO.CCOCC. The product is [NH2:19][CH2:18][C@H:17]([N:9]([O:8][CH2:1][C:2]1[CH:7]=[CH:6][CH:5]=[CH:4][CH:3]=1)[C:10](=[O:16])[O:11][C:12]([CH3:13])([CH3:14])[CH3:15])[CH:30]=[CH2:31]. The yield is 0.800.